This data is from Forward reaction prediction with 1.9M reactions from USPTO patents (1976-2016). The task is: Predict the product of the given reaction. (1) Given the reactants [OH:1][C:2]1[CH:7]=[C:6]([CH:8]([CH3:17])[CH2:9][CH2:10]/[CH:11]=[CH:12]/[C:13]([O:15][CH3:16])=[O:14])[O:5][C:4](=[O:18])[C:3]=1[C:19](=[O:22])[CH2:20][CH3:21].CCN(C(C)C)C(C)C.[CH3:32]/[C:33](/[CH2:37][CH2:38][CH2:39][CH2:40][CH3:41])=[CH:34]\[CH:35]=O, predict the reaction product. The product is: [CH3:21]/[C:20](=[CH:35]\[CH:34]=[C:33]([CH3:32])[CH2:37][CH2:38][CH2:39][CH2:40][CH3:41])/[C:19]([C:3]1[C:4](=[O:18])[O:5][C:6]([CH:8]([CH3:17])[CH2:9][CH2:10]/[CH:11]=[CH:12]/[C:13]([O:15][CH3:16])=[O:14])=[CH:7][C:2]=1[OH:1])=[O:22]. (2) The product is: [CH3:26][O:27][C:28](=[O:41])[CH2:29][C:30]1[C:34]2[C:35]([F:40])=[CH:36][C:37]([O:21][CH2:20][C:19]3[N:15]([CH3:14])[N:16]=[C:17]([C:22]([F:23])([F:24])[F:25])[CH:18]=3)=[CH:38][C:33]=2[S:32][CH:31]=1. Given the reactants C(P(CCCC)CCCC)CCC.[CH3:14][N:15]1[C:19]([CH2:20][OH:21])=[CH:18][C:17]([C:22]([F:25])([F:24])[F:23])=[N:16]1.[CH3:26][O:27][C:28](=[O:41])[CH2:29][C:30]1[C:34]2[C:35]([F:40])=[CH:36][C:37](O)=[CH:38][C:33]=2[S:32][CH:31]=1.C1CCN(C(N=NC(N2CCCCC2)=O)=O)CC1, predict the reaction product. (3) Given the reactants [NH:1]1[C:10]2[C:5](=[CH:6][CH:7]=[CH:8][CH:9]=2)[C:4](=[O:11])[CH2:3][CH2:2]1.[CH2:12]([O:19][C:20](Cl)=[O:21])[C:13]1[CH:18]=[CH:17][CH:16]=[CH:15][CH:14]=1.O.C(=O)([O-])[O-].[K+].[K+], predict the reaction product. The product is: [CH2:12]([O:19][C:20]([N:1]1[C:10]2[C:5](=[CH:6][CH:7]=[CH:8][CH:9]=2)[C:4](=[O:11])[CH2:3][CH2:2]1)=[O:21])[C:13]1[CH:18]=[CH:17][CH:16]=[CH:15][CH:14]=1. (4) Given the reactants [C:1]([O:5][C:6](=[O:14])[CH2:7]/[N:8]=[CH:9]/[CH2:10][CH:11]([CH3:13])[CH3:12])([CH3:4])([CH3:3])[CH3:2].[Cl:15][C:16]1[CH:17]=[C:18](/[CH:22]=[C:23](/[C:26]2[CH:31]=[CH:30]C(Cl)=[CH:28][CH:27]=2)\[C:24]#[N:25])[CH:19]=[CH:20][CH:21]=1.C(N(CC)CC)C.Cl[CH2:41][Cl:42], predict the reaction product. The product is: [C:1]([O:5][C:6]([CH:7]1[CH:22]([C:18]2[CH:19]=[CH:20][CH:21]=[C:16]([Cl:15])[CH:17]=2)[C:23]([C:26]2[CH:27]=[CH:28][C:41]([Cl:42])=[CH:30][CH:31]=2)([C:24]#[N:25])[CH:9]([CH2:10][CH:11]([CH3:13])[CH3:12])[NH:8]1)=[O:14])([CH3:4])([CH3:3])[CH3:2]. (5) The product is: [Br:11][C:7]1[CH:6]=[C:5]([CH:10]=[CH:9][CH:8]=1)[C:4]([NH:17][NH2:18])=[O:3]. Given the reactants C([O:3][C:4](=O)[C:5]1[CH:10]=[CH:9][CH:8]=[C:7]([Br:11])[CH:6]=1)C.C(O)C.O.[NH2:17][NH2:18], predict the reaction product.